This data is from Peptide-MHC class I binding affinity with 185,985 pairs from IEDB/IMGT. The task is: Regression. Given a peptide amino acid sequence and an MHC pseudo amino acid sequence, predict their binding affinity value. This is MHC class I binding data. (1) The peptide sequence is RILHNFAYSL. The MHC is HLA-B54:01 with pseudo-sequence HLA-B54:01. The binding affinity (normalized) is 0. (2) The peptide sequence is GLKIEEIEK. The binding affinity (normalized) is 0.104. The MHC is HLA-A33:01 with pseudo-sequence HLA-A33:01. (3) The peptide sequence is VTERIFREY. The MHC is HLA-A26:01 with pseudo-sequence HLA-A26:01. The binding affinity (normalized) is 0.00984. (4) The peptide sequence is VWAPLILAYFPVF. The MHC is HLA-C06:02 with pseudo-sequence HLA-C06:02. The binding affinity (normalized) is 0.0178. (5) The peptide sequence is KMLELEKCT. The MHC is HLA-A68:02 with pseudo-sequence HLA-A68:02. The binding affinity (normalized) is 0. (6) The peptide sequence is RTFGQPLFF. The MHC is HLA-C15:02 with pseudo-sequence HLA-C15:02. The binding affinity (normalized) is 0.806. (7) The peptide sequence is YIFRNTINM. The MHC is HLA-B07:02 with pseudo-sequence HLA-B07:02. The binding affinity (normalized) is 0.171.